From a dataset of Forward reaction prediction with 1.9M reactions from USPTO patents (1976-2016). Predict the product of the given reaction. (1) Given the reactants [Cl:1][C:2]1[CH:3]=[C:4]([CH2:9][C:10]#[N:11])[CH:5]=[CH:6][C:7]=1[Cl:8].C1OCCOCCOCCOCCOC1.[H-].[Na+].[Na+].[I-].Cl[CH2:32][CH2:33][N:34]([CH2:42][CH2:43]Cl)[C:35](=[O:41])[O:36][C:37]([CH3:40])([CH3:39])[CH3:38].[NH4+].[Cl-], predict the reaction product. The product is: [C:10]([C:9]1([C:4]2[CH:5]=[CH:6][C:7]([Cl:8])=[C:2]([Cl:1])[CH:3]=2)[CH2:43][CH2:42][N:34]([C:35]([O:36][C:37]([CH3:39])([CH3:38])[CH3:40])=[O:41])[CH2:33][CH2:32]1)#[N:11]. (2) Given the reactants Br[C:2]1[CH:3]=[C:4]([CH:16]=[C:17]([Br:19])[CH:18]=1)[O:5][C:6]1[CH:11]=[CH:10][C:9]([C:12]([F:15])([F:14])[F:13])=[CH:8][N:7]=1.[CH2:20]([O:22][C:23](=[O:34])[CH2:24][O:25][C:26]1[CH:31]=[CH:30][C:29]([SH:32])=[CH:28][C:27]=1[CH3:33])[CH3:21], predict the reaction product. The product is: [CH2:20]([O:22][C:23](=[O:34])[CH2:24][O:25][C:26]1[CH:31]=[CH:30][C:29]([S:32][C:2]2[CH:3]=[C:4]([O:5][C:6]3[CH:11]=[CH:10][C:9]([C:12]([F:15])([F:14])[F:13])=[CH:8][N:7]=3)[CH:16]=[C:17]([Br:19])[CH:18]=2)=[CH:28][C:27]=1[CH3:33])[CH3:21]. (3) Given the reactants [O:1]1[CH2:6][CH2:5][CH2:4][O:3][CH:2]1[C:7]1[C:8]2[N:9]([N:15]=[C:16]([C:18]([F:21])([F:20])[F:19])[CH:17]=2)[C:10]([CH:13]=[O:14])=[CH:11][CH:12]=1.[BH4-].[Na+].C(=O)([O-])O.[Na+], predict the reaction product. The product is: [O:3]1[CH2:4][CH2:5][CH2:6][O:1][CH:2]1[C:7]1[C:8]2[N:9]([N:15]=[C:16]([C:18]([F:21])([F:19])[F:20])[CH:17]=2)[C:10]([CH2:13][OH:14])=[CH:11][CH:12]=1.